This data is from Forward reaction prediction with 1.9M reactions from USPTO patents (1976-2016). The task is: Predict the product of the given reaction. (1) Given the reactants C(OC(=O)[NH:7][C:8]1[CH:13]=[CH:12][C:11]([C:14]2[CH:19]=[CH:18][CH:17]=[CH:16][C:15]=2[F:20])=[CH:10][C:9]=1[NH:21][C:22](=[O:33])[CH2:23][C:24]([C:26]1[S:27][CH:28]=[CH:29][C:30]=1[C:31]#[N:32])=O)(C)(C)C.C(O)(C(F)(F)F)=O, predict the reaction product. The product is: [F:20][C:15]1[CH:16]=[CH:17][CH:18]=[CH:19][C:14]=1[C:11]1[CH:12]=[CH:13][C:8]2[NH:7][C:24]([C:26]3[S:27][CH:28]=[CH:29][C:30]=3[C:31]#[N:32])=[CH:23][C:22](=[O:33])[NH:21][C:9]=2[CH:10]=1. (2) Given the reactants [C:1]([O-:4])([O-:3])=[O:2].[K+].[K+].[NH:7]1[C:11]2[CH:12]=[CH:13][CH:14]=[CH:15][C:10]=2[N:9]=[C:8]1[NH:16][C:17]1[CH:43]=[CH:42][C:20]([CH2:21][NH:22][C:23](=[O:41])[CH2:24][N:25]2[C:31]3[CH:32]=[CH:33][CH:34]=[CH:35][C:30]=3[CH:29]([CH2:36][C:37]([OH:39])=[O:38])[CH2:28][CH2:27][C:26]2=[O:40])=[CH:19][CH:18]=1.[CH2:44]1OCCOCCOCCOCCOCCO[CH2:45]1.[Na+].[I-].C(C(C1[C:78]2[CH:79]=[CH:80][CH:81]=[CH:82][C:77]=2NC(=O)CC=1)C(O)=O)(C)(C)C.[Na+].[Cl-], predict the reaction product. The product is: [NH:7]1[C:11]2[CH:12]=[CH:13][CH:14]=[CH:15][C:10]=2[N:9]=[C:8]1[NH:16][C:17]1[CH:18]=[CH:19][C:20]([CH2:21][NH:22][C:23](=[O:41])[CH2:24][N:25]2[C:31]3[CH:32]=[CH:33][CH:34]=[CH:35][C:30]=3[CH:29]([CH2:36][C:37]([O:39][CH:44]([O:2][C:1]([O:4][CH:77]3[CH2:82][CH2:81][CH2:80][CH2:79][CH2:78]3)=[O:3])[CH3:45])=[O:38])[CH2:28][CH2:27][C:26]2=[O:40])=[CH:42][CH:43]=1. (3) Given the reactants [CH3:1][C:2]1[N:7]=[C:6]([NH:8][NH2:9])[CH:5]=[C:4]([S:10][CH3:11])[N:3]=1.N/[C:13](/[CH3:17])=[CH:14]\[C:15]#[N:16], predict the reaction product. The product is: [CH3:17][C:13]1[CH:14]=[C:15]([NH2:16])[N:8]([C:6]2[CH:5]=[C:4]([S:10][CH3:11])[N:3]=[C:2]([CH3:1])[N:7]=2)[N:9]=1. (4) Given the reactants [F:1][C:2]([F:15])([F:14])[C:3]1[C:9](Cl)=[CH:8][C:6]([NH2:7])=[C:5]([N+:11]([O-:13])=[O:12])[CH:4]=1.Cl.[F:17][C:18]([F:26])([F:25])[CH:19]1[CH2:24][CH2:23][NH:22][CH2:21][CH2:20]1.C([O-])([O-])=O.[K+].[K+], predict the reaction product. The product is: [F:1][C:2]([F:15])([F:14])[C:3]1[C:9]([N:22]2[CH2:23][CH2:24][CH:19]([C:18]([F:26])([F:25])[F:17])[CH2:20][CH2:21]2)=[CH:8][C:6]([NH2:7])=[C:5]([N+:11]([O-:13])=[O:12])[CH:4]=1. (5) Given the reactants [C:1]([Si:5]([O:8][CH:9]([C:21]#[CH:22])[CH2:10][C:11]1[S:15][C:14]2[CH:16]=[CH:17][CH:18]=[CH:19][C:13]=2[C:12]=1[Cl:20])([CH3:7])[CH3:6])([CH3:4])([CH3:3])[CH3:2].[I:23]N1C(=O)CCC1=O.C([O-])(O)=O.[Na+], predict the reaction product. The product is: [C:1]([Si:5]([O:8][CH:9](/[CH:21]=[CH:22]/[I:23])[CH2:10][C:11]1[S:15][C:14]2[CH:16]=[CH:17][CH:18]=[CH:19][C:13]=2[C:12]=1[Cl:20])([CH3:6])[CH3:7])([CH3:4])([CH3:3])[CH3:2]. (6) Given the reactants Br[C:2]1[CH:7]=[CH:6][C:5]([C:8]([F:11])([F:10])[F:9])=[CH:4][C:3]=1[N+:12]([O-:14])=[O:13].[C:15]1(B(O)O)[CH:20]=[CH:19][CH:18]=[CH:17][CH:16]=1.CCCCCCCCCCC, predict the reaction product. The product is: [N+:12]([C:3]1[CH:4]=[C:5]([C:8]([F:11])([F:10])[F:9])[CH:6]=[CH:7][C:2]=1[C:15]1[CH:20]=[CH:19][CH:18]=[CH:17][CH:16]=1)([O-:14])=[O:13]. (7) Given the reactants [C:1]([O:5][C:6](=[O:33])[NH:7][C@H:8]([C:12]1[CH:17]=[C:16]([C:18]2[N:22]([CH:23]([F:25])[F:24])[N:21]=[CH:20][C:19]=2[NH:26][C:27](=[O:32])[CH:28](C)[CH:29]=C)[CH:15]=[CH:14][N:13]=1)[CH2:9][CH:10]=[CH2:11])([CH3:4])([CH3:3])[CH3:2], predict the reaction product. The product is: [F:24][CH:23]([F:25])[N:22]1[N:21]=[CH:20][C:19]2[NH:26][C:27](=[O:32])[C@H:28]([CH3:29])[CH:11]=[CH:10][CH2:9][C@H:8]([NH:7][C:6](=[O:33])[O:5][C:1]([CH3:3])([CH3:2])[CH3:4])[C:12]3[CH:17]=[C:16]([CH:15]=[CH:14][N:13]=3)[C:18]1=2.[F:24][CH:23]([F:25])[N:22]1[N:21]=[CH:20][C:19]2[NH:26][C:27](=[O:32])[C@@H:28]([CH3:29])[CH:11]=[CH:10][CH2:9][C@H:8]([NH:7][C:6](=[O:33])[O:5][C:1]([CH3:3])([CH3:2])[CH3:4])[C:12]3[CH:17]=[C:16]([CH:15]=[CH:14][N:13]=3)[C:18]1=2. (8) Given the reactants [OH:1][C:2]1[CH:3]=[C:4]([C:10]2[O:11][CH:12]=[C:13]([CH2:15][CH2:16][C:17]([C:19]3[C:24]([CH3:25])=[CH:23][CH:22]=[CH:21][N:20]=3)=[O:18])[N:14]=2)[CH:5]=[CH:6][C:7]=1[O:8][CH3:9].N12CCCN=[C:32]1[CH2:31][CH2:30][CH2:29][CH2:28]C2.BrCC1CCC1.O, predict the reaction product. The product is: [CH:29]1([CH2:28][O:1][C:2]2[CH:3]=[C:4]([C:10]3[O:11][CH:12]=[C:13]([CH2:15][CH2:16][C:17]([C:19]4[C:24]([CH3:25])=[CH:23][CH:22]=[CH:21][N:20]=4)=[O:18])[N:14]=3)[CH:5]=[CH:6][C:7]=2[O:8][CH3:9])[CH2:30][CH2:31][CH2:32]1.